From a dataset of Catalyst prediction with 721,799 reactions and 888 catalyst types from USPTO. Predict which catalyst facilitates the given reaction. (1) Reactant: [O:1]1[C:5]2[C:6]([O:10][C:11]3[CH:16]=[CH:15][C:14]([Cl:17])=[CH:13][C:12]=3[OH:18])=[CH:7][CH:8]=[CH:9][C:4]=2[CH:3]=[CH:2]1.C([O-])([O-])=O.[K+].[K+].C([N:33]1[C:38](=[O:39])[CH:37]=[CH:36][N:35]([CH2:40][CH2:41]Br)[C:34]1=[O:43])(=O)C1C=CC=CC=1. Product: [O:1]1[C:5]2[C:6]([O:10][C:11]3[CH:16]=[CH:15][C:14]([Cl:17])=[CH:13][C:12]=3[O:18][CH2:41][CH2:40][N:35]3[CH:36]=[CH:37][C:38](=[O:39])[NH:33][C:34]3=[O:43])=[CH:7][CH:8]=[CH:9][C:4]=2[CH:3]=[CH:2]1. The catalyst class is: 3. (2) Reactant: Br[CH2:2][C:3]1[CH:12]=[CH:11][C:6]([C:7]([O:9][CH3:10])=[O:8])=[CH:5][C:4]=1[C:13]([F:16])([F:15])[F:14].[CH3:17][N:18]([CH3:24])[CH:19]1[CH2:23][CH2:22][NH:21][CH2:20]1.C(=O)([O-])[O-].[K+].[K+]. Product: [CH3:17][N:18]([CH3:24])[CH:19]1[CH2:23][CH2:22][N:21]([CH2:2][C:3]2[CH:12]=[CH:11][C:6]([C:7]([O:9][CH3:10])=[O:8])=[CH:5][C:4]=2[C:13]([F:16])([F:15])[F:14])[CH2:20]1. The catalyst class is: 21. (3) The catalyst class is: 1. Reactant: [F:1][C:2]([F:32])([F:31])[C:3]1[CH:4]=[C:5]([CH:24]=[C:25]([C:27]([F:30])([F:29])[F:28])[CH:26]=1)[CH2:6][O:7][CH2:8][C:9]1([C:18]2[CH:23]=[CH:22][CH:21]=[CH:20][CH:19]=2)[CH2:16][CH2:15][NH:14][C:13](=O)[CH2:12][CH2:11][CH2:10]1.B.C1COCC1.CO.Cl. Product: [F:31][C:2]([F:1])([F:32])[C:3]1[CH:4]=[C:5]([CH:24]=[C:25]([C:27]([F:30])([F:29])[F:28])[CH:26]=1)[CH2:6][O:7][CH2:8][C:9]1([C:18]2[CH:23]=[CH:22][CH:21]=[CH:20][CH:19]=2)[CH2:10][CH2:11][CH2:12][CH2:13][NH:14][CH2:15][CH2:16]1. (4) Reactant: [CH3:1][OH:2].C[O-].[Na+].F[C:7]1[CH:12]=[C:11]([CH2:13][NH:14][C:15]2[CH:28]=[C:27]3[C:18]([O:19][C:20]4[C:21]([C:29]5[NH:34][C:33](=[O:35])[CH:32]=[C:31]([N:36]6[CH2:41][CH2:40][O:39][CH2:38][CH2:37]6)[CH:30]=5)=[CH:22][CH:23]=[CH:24][C:25]=4[CH2:26]3)=[CH:17][CH:16]=2)[CH:10]=[CH:9][N:8]=1.C(Cl)(Cl)Cl. Product: [CH3:1][O:2][C:7]1[CH:12]=[C:11]([CH2:13][NH:14][C:15]2[CH:28]=[C:27]3[C:18]([O:19][C:20]4[C:21]([C:29]5[NH:34][C:33](=[O:35])[CH:32]=[C:31]([N:36]6[CH2:41][CH2:40][O:39][CH2:38][CH2:37]6)[CH:30]=5)=[CH:22][CH:23]=[CH:24][C:25]=4[CH2:26]3)=[CH:17][CH:16]=2)[CH:10]=[CH:9][N:8]=1. The catalyst class is: 5. (5) Reactant: Cl[C:2]1[CH:7]=[CH:6][C:5]([N+:8]([O-:10])=[O:9])=[C:4]([O:11][CH3:12])[CH:3]=1.[F:13][C:14]([F:25])([F:24])[C:15]1[CH:20]=[CH:19][C:18](B(O)O)=[CH:17][CH:16]=1.C(=O)([O-])[O-].[K+].[K+]. Product: [CH3:12][O:11][C:4]1[CH:3]=[C:2]([C:18]2[CH:19]=[CH:20][C:15]([C:14]([F:25])([F:24])[F:13])=[CH:16][CH:17]=2)[CH:7]=[CH:6][C:5]=1[N+:8]([O-:10])=[O:9]. The catalyst class is: 427.